This data is from Reaction yield outcomes from USPTO patents with 853,638 reactions. The task is: Predict the reaction yield, written as a fraction of the theoretical maximum amount of product (1.0 means a 100% yield; for example, 0.34 means a 34% yield). (1) The reactants are [F:1][C:2]([F:35])([F:34])[C:3]([C:9]1[CH:10]=[C:11]2[C:15](=[CH:16][CH:17]=1)[N:14]([CH2:18][C:19]1[N:20]=[C:21]([CH:25]=[CH:26][C:27]3[CH:32]=[CH:31][CH:30]=[CH:29][CH:28]=3)[O:22][C:23]=1[CH3:24])[CH:13]([CH3:33])[CH2:12]2)([OH:8])[C:4]([F:7])([F:6])[F:5]. The catalyst is CO.[Pd]. The product is [F:6][C:4]([F:5])([F:7])[C:3]([C:9]1[CH:10]=[C:11]2[C:15](=[CH:16][CH:17]=1)[N:14]([CH2:18][C:19]1[N:20]=[C:21]([CH2:25][CH2:26][C:27]3[CH:28]=[CH:29][CH:30]=[CH:31][CH:32]=3)[O:22][C:23]=1[CH3:24])[CH:13]([CH3:33])[CH2:12]2)([OH:8])[C:2]([F:35])([F:34])[F:1]. The yield is 0.770. (2) The reactants are [Cl:1][C:2]1[CH:16]=[CH:15][C:5]([O:6][CH2:7][C:8](OC(C)(C)C)=[O:9])=[CH:4][CH:3]=1.[ClH:17]. The catalyst is O1CCOCC1.CCOC(C)=O.O. The product is [Cl:1][C:2]1[CH:16]=[CH:15][C:5]([O:6][CH2:7][C:8]([Cl:17])=[O:9])=[CH:4][CH:3]=1. The yield is 0.800. (3) The catalyst is CCO.[Pd]. The product is [NH2:20][C:17]1[CH:16]=[CH:15][C:14]([CH2:13][P:6](=[O:12])([O:5][CH2:4][CH2:3][O:2][CH3:1])[O:7][CH2:8][CH2:9][O:10][CH3:11])=[CH:19][CH:18]=1. The yield is 0.970. The reactants are [CH3:1][O:2][CH2:3][CH2:4][O:5][P:6]([CH2:13][C:14]1[CH:19]=[CH:18][C:17]([N+:20]([O-])=O)=[CH:16][CH:15]=1)(=[O:12])[O:7][CH2:8][CH2:9][O:10][CH3:11].[H][H]. (4) The reactants are [C:1]([O:5][C:6]([NH:8][C@@H:9]([CH2:13][C:14]1[CH:19]=[C:18]([F:20])[CH:17]=[C:16]([F:21])[CH:15]=1)[C:10](O)=[O:11])=[O:7])([CH3:4])([CH3:3])[CH3:2].CN1CCOCC1.ClC(OCC(C)C)=O.[BH4-].[Na+]. The catalyst is COCCOC.O. The product is [C:1]([O:5][C:6](=[O:7])[NH:8][C@H:9]([CH2:10][OH:11])[CH2:13][C:14]1[CH:19]=[C:18]([F:20])[CH:17]=[C:16]([F:21])[CH:15]=1)([CH3:2])([CH3:4])[CH3:3]. The yield is 0.800. (5) The yield is 0.303. The catalyst is ClCCl.O. The reactants are [CH3:1][O:2][C:3]1[CH:4]=[C:5]([CH2:11][C:12]([OH:14])=O)[CH:6]=[CH:7][C:8]=1[O:9][CH3:10].Cl.[CH3:16][NH:17][O:18][CH3:19].Cl.CN(C)CCCN=C=NCC.OC1C2N=NNC=2C=CC=1.C(N(CC)CC)C. The product is [CH3:1][O:2][C:3]1[CH:4]=[C:5]([CH2:11][C:12]([N:17]([O:18][CH3:19])[CH3:16])=[O:14])[CH:6]=[CH:7][C:8]=1[O:9][CH3:10]. (6) The catalyst is CN(C=O)C.CCOC(C)=O. The product is [CH3:27][C:28]([Si:31]([CH3:33])([CH3:32])[O:1][C@H:2]1[C@@H:7]([NH:8][C:9](=[O:14])[O:10][CH2:11][CH2:12][Cl:13])[CH2:6][CH2:5][N:4]([CH2:15][C:16]2[CH:17]=[CH:18][CH:19]=[CH:20][CH:21]=2)[CH2:3]1)([CH3:30])[CH3:29]. The reactants are [OH:1][C@H:2]1[C@@H:7]([NH:8][C:9](=[O:14])[O:10][CH2:11][CH2:12][Cl:13])[CH2:6][CH2:5][N:4]([CH2:15][C:16]2[CH:21]=[CH:20][CH:19]=[CH:18][CH:17]=2)[CH2:3]1.N1C=CN=C1.[CH3:27][C:28]([Si:31](Cl)([CH3:33])[CH3:32])([CH3:30])[CH3:29]. The yield is 0.790. (7) The reactants are Br[C:2]1[CH:3]=[C:4]([OH:21])[C:5]([C:12]([NH:14][CH2:15][C:16]([O:18]CC)=[O:17])=[O:13])=[C:6]2[C:11]=1[N:10]=[CH:9][CH:8]=[N:7]2.[S:22]1[CH:26]=[CH:25][C:24](B(O)O)=[CH:23]1.C(=O)([O-])[O-].[K+].[K+].[OH-].[Na+]. The catalyst is O1CCOCC1.O.CO.C1C=CC([P]([Pd]([P](C2C=CC=CC=2)(C2C=CC=CC=2)C2C=CC=CC=2)([P](C2C=CC=CC=2)(C2C=CC=CC=2)C2C=CC=CC=2)[P](C2C=CC=CC=2)(C2C=CC=CC=2)C2C=CC=CC=2)(C2C=CC=CC=2)C2C=CC=CC=2)=CC=1. The product is [OH:21][C:4]1[C:5]([C:12]([NH:14][CH2:15][C:16]([OH:18])=[O:17])=[O:13])=[C:6]2[C:11](=[C:2]([C:24]3[CH:25]=[CH:26][S:22][CH:23]=3)[CH:3]=1)[N:10]=[CH:9][CH:8]=[N:7]2. The yield is 0.395.